Dataset: M1 muscarinic receptor antagonist screen with 61,756 compounds. Task: Binary Classification. Given a drug SMILES string, predict its activity (active/inactive) in a high-throughput screening assay against a specified biological target. (1) The compound is S(=O)(=O)(NCCSCc1occc1)c1ccc(NC(=O)C)cc1. The result is 0 (inactive). (2) The molecule is s1c2n(nc1SCc1ccccc1)c(nn2)C(N)Cc1ccccc1. The result is 0 (inactive). (3) The compound is s1c(nn2c1nnc2C)c1ccc(NC(=O)c2cccnc2)cc1. The result is 0 (inactive). (4) The drug is S(=O)(=O)(N1CCN(CC1)c1ccccc1)c1c(noc1/C=C\N(C)C)C. The result is 0 (inactive). (5) The drug is o1c(CNc2ncnc3n(ncc23)c2c(cc(cc2)C)C)ccc1. The result is 0 (inactive). (6) The molecule is O(c1ccc(n2[nH]c(cc2=O)C)cc1)C. The result is 0 (inactive). (7) The compound is O=C(N(CC(C)C)c1c(n(CC(C)C)c(=O)[nH]c1=O)N)CN(Cc1ccc(OCC=C)cc1)C. The result is 0 (inactive). (8) The compound is Fc1ccc(CN2C(=O)/C(=C\NCCCN(CC)CC)C(=O)NC2=O)cc1. The result is 0 (inactive). (9) The drug is S(CCCn1c(N2CCCC2)nc2n(c(=O)[nH]c(=O)c12)C)c1oc2c(n1)cccc2. The result is 0 (inactive). (10) The compound is Brc1c(nc(NC(=O)c2c(cccc2)C)cc1)C. The result is 0 (inactive).